From a dataset of Forward reaction prediction with 1.9M reactions from USPTO patents (1976-2016). Predict the product of the given reaction. (1) Given the reactants [C:1](=O)([O-])[O-].[K+].[K+].[Cl:7][C:8]1[CH:16]=[N:15][CH:14]=[CH:13][C:9]=1[C:10]([OH:12])=[O:11].CI, predict the reaction product. The product is: [Cl:7][C:8]1[CH:16]=[N:15][CH:14]=[CH:13][C:9]=1[C:10]([O:12][CH3:1])=[O:11]. (2) Given the reactants C[Al](C)C.[CH3:5][O:6][CH2:7][CH2:8][NH:9][CH2:10][CH2:11][O:12][CH3:13].[NH2:14][C:15]1[CH2:16][C:17]([C:33](OCC)=[O:34])=[CH:18][C:19]2[CH:25]=[CH:24][C:23]([C:26]([F:32])([F:31])[C:27]([F:30])([F:29])[F:28])=[CH:22][C:20]=2[N:21]=1, predict the reaction product. The product is: [NH2:14][C:15]1[CH2:16][C:17]([C:33]([N:9]([CH2:10][CH2:11][O:12][CH3:13])[CH2:8][CH2:7][O:6][CH3:5])=[O:34])=[CH:18][C:19]2[CH:25]=[CH:24][C:23]([C:26]([F:32])([F:31])[C:27]([F:28])([F:29])[F:30])=[CH:22][C:20]=2[N:21]=1. (3) Given the reactants [NH2:1][C:2]1[C:11]([OH:12])=[CH:10][C:9]2[C:4](=[CH:5][CH:6]=[CH:7][CH:8]=2)[N:3]=1.[CH3:13][C:14](C)(C)C([O-])([O-])[O-].C1(C)C=CC(S(O)(=O)=O)=CC=1, predict the reaction product. The product is: [CH3:13][C:14]1[O:12][C:11]2[C:2]([N:1]=1)=[N:3][C:4]1[CH:5]=[CH:6][CH:7]=[CH:8][C:9]=1[CH:10]=2. (4) Given the reactants O1CCCCC1[N:7]1[C:15]2[C:10](=[CH:11][C:12]([C:16]3[N:20]=[CH:19][N:18](C(C4C=CC=CC=4)(C4C=CC=CC=4)C4C=CC=CC=4)[N:17]=3)=[CH:13][CH:14]=2)[C:9]([C:40]2[CH:41]=[C:42]([CH:47]=[CH:48][CH:49]=2)[C:43](OC)=[O:44])=[N:8]1.O.[OH-].[Li+].[CH2:53]1[C:61]2[C:56](=[CH:57][CH:58]=[CH:59][CH:60]=2)[C@@H:55]([NH2:62])[C@H:54]1[OH:63].O.ON1C2C=CC=CC=2N=N1.Cl.CN(C)CCCN=C=NCC, predict the reaction product. The product is: [NH:17]1[C:16]([C:12]2[CH:11]=[C:10]3[C:15](=[CH:14][CH:13]=2)[NH:7][N:8]=[C:9]3[C:40]2[CH:41]=[C:42]([C:43]([NH:62][C@@H:55]3[C:56]4[C:61](=[CH:60][CH:59]=[CH:58][CH:57]=4)[CH2:53][C@@H:54]3[OH:63])=[O:44])[CH:47]=[CH:48][CH:49]=2)=[N:20][CH:19]=[N:18]1.